This data is from Full USPTO retrosynthesis dataset with 1.9M reactions from patents (1976-2016). The task is: Predict the reactants needed to synthesize the given product. Given the product [C:18]([CH2:20][C:21]1([N:36]2[CH:40]=[C:39]([C:41]3[C:42]4[CH:49]=[CH:48][NH:47][C:43]=4[N:44]=[CH:45][N:46]=3)[CH:38]=[N:37]2)[CH2:22][N:23]([C:25]2[CH:34]=[CH:33][C:28]([C:29]([NH:6][C@@H:4]([CH:1]3[CH2:3][CH2:2]3)[CH3:5])=[O:30])=[C:27]([F:35])[CH:26]=2)[CH2:24]1)#[N:19], predict the reactants needed to synthesize it. The reactants are: [CH:1]1([C@H:4]([NH2:6])[CH3:5])[CH2:3][CH2:2]1.C[Al](C)C.C1(C)C=CC=CC=1.[C:18]([CH2:20][C:21]1([N:36]2[CH:40]=[C:39]([C:41]3[C:42]4[CH:49]=[CH:48][N:47](COCC[Si](C)(C)C)[C:43]=4[N:44]=[CH:45][N:46]=3)[CH:38]=[N:37]2)[CH2:24][N:23]([C:25]2[CH:34]=[CH:33][C:28]([C:29](OC)=[O:30])=[C:27]([F:35])[CH:26]=2)[CH2:22]1)#[N:19].